The task is: Predict the reaction yield, written as a fraction of the theoretical maximum amount of product (1.0 means a 100% yield; for example, 0.34 means a 34% yield).. This data is from Reaction yield outcomes from USPTO patents with 853,638 reactions. (1) The reactants are [CH2:1]([O:3][C:4](=[O:13])[CH:5](Br)[C:6]1[CH:7]=[N:8][CH:9]=[CH:10][CH:11]=1)[CH3:2].Cl.[CH3:15][NH:16][CH3:17].CCN(CC)CC. The catalyst is C(Cl)Cl. The product is [CH2:1]([O:3][C:4](=[O:13])[CH:5]([N:16]([CH3:17])[CH3:15])[C:6]1[CH:7]=[N:8][CH:9]=[CH:10][CH:11]=1)[CH3:2]. The yield is 0.530. (2) The reactants are Cl[CH2:2][C:3]([N:5]1[CH2:10][CH2:9][N:8]([CH3:11])[CH2:7][CH2:6]1)=[O:4].C(=O)([O-])[O-].[K+].[K+].[C:18]([NH:22][C:23]([C:25]1[C:33]2[C:28](=[N:29][CH:30]=[C:31]([C:34]3[C:42]4[C:37](=[CH:38][CH:39]=[C:40]([O:43][CH:44]([F:46])[F:45])[CH:41]=4)[NH:36][N:35]=3)[N:32]=2)[N:27]([CH2:47][O:48][CH2:49][CH2:50][Si:51]([CH3:54])([CH3:53])[CH3:52])[CH:26]=1)=[O:24])([CH3:21])([CH3:20])[CH3:19]. The catalyst is CN(C=O)C. The product is [C:18]([NH:22][C:23]([C:25]1[C:33]2[C:28](=[N:29][CH:30]=[C:31]([C:34]3[C:42]4[C:37](=[CH:38][CH:39]=[C:40]([O:43][CH:44]([F:45])[F:46])[CH:41]=4)[N:36]([CH2:2][C:3]([N:5]4[CH2:10][CH2:9][N:8]([CH3:11])[CH2:7][CH2:6]4)=[O:4])[N:35]=3)[N:32]=2)[N:27]([CH2:47][O:48][CH2:49][CH2:50][Si:51]([CH3:54])([CH3:53])[CH3:52])[CH:26]=1)=[O:24])([CH3:21])([CH3:20])[CH3:19]. The yield is 0.412. (3) The reactants are C([O:8][C:9]1[CH:37]=[CH:36][C:12]2[NH:13][C:14]([C:19]3[C:20](=[O:35])[N:21]([NH:30][CH2:31][CH:32]4[CH2:34][CH2:33]4)[C:22]4[C:27]([C:28]=3[OH:29])=[CH:26][CH:25]=[CH:24][CH:23]=4)=[N:15][S:16](=[O:18])(=[O:17])[C:11]=2[CH:10]=1)C1C=CC=CC=1.C([O-])=O.[NH4+]. The catalyst is O1CCCC1.[Pd].[OH-].[OH-].[Pd+2]. The product is [CH:32]1([CH2:31][NH:30][N:21]2[C:22]3[C:27](=[CH:26][CH:25]=[CH:24][CH:23]=3)[C:28]([OH:29])=[C:19]([C:14]3[NH:13][C:12]4[CH:36]=[CH:37][C:9]([OH:8])=[CH:10][C:11]=4[S:16](=[O:17])(=[O:18])[N:15]=3)[C:20]2=[O:35])[CH2:33][CH2:34]1. The yield is 0.530. (4) The reactants are [NH:1]1[CH2:6][CH2:5][NH:4][CH2:3][CH2:2]1.Cl[C:8]([O:10][CH2:11][CH:12]([CH3:14])[CH3:13])=[O:9].[OH-].[Na+]. The catalyst is Cl. The product is [N:1]1([C:8]([O:10][CH2:11][CH:12]([CH3:14])[CH3:13])=[O:9])[CH2:6][CH2:5][NH:4][CH2:3][CH2:2]1. The yield is 0.590.